Dataset: Forward reaction prediction with 1.9M reactions from USPTO patents (1976-2016). Task: Predict the product of the given reaction. (1) Given the reactants [CH3:1][O:2][C:3]1[CH:11]=[C:10]2[C:6]([CH:7]=[CH:8][NH:9]2)=[CH:5][CH:4]=1.ClS([N:16]=[C:17]=O)(=O)=O, predict the reaction product. The product is: [CH3:1][O:2][C:3]1[CH:11]=[C:10]2[C:6]([C:7]([C:17]#[N:16])=[CH:8][NH:9]2)=[CH:5][CH:4]=1. (2) Given the reactants F[C:2]1[CH:9]=[C:8]([C:10]([F:13])([F:12])[F:11])[CH:7]=[CH:6][C:3]=1[C:4]#[N:5].[F:14][C:15]([F:24])([F:23])[C:16]1[N:21]=[CH:20][C:19]([OH:22])=[CH:18][CH:17]=1.C([O-])([O-])=O.[Cs+].[Cs+], predict the reaction product. The product is: [F:11][C:10]([F:13])([F:12])[C:8]1[CH:7]=[CH:6][C:3]([C:4]#[N:5])=[C:2]([O:22][C:19]2[CH:20]=[N:21][C:16]([C:15]([F:24])([F:14])[F:23])=[CH:17][CH:18]=2)[CH:9]=1. (3) Given the reactants [C:1]1([C:7]2[CH:16]=[CH:15][CH:14]=[C:13]3[C:8]=2[C:9]([NH:28][CH2:29][C:30]2[CH:35]=[CH:34][CH:33]=[CH:32][N:31]=2)=[N:10][N:11]=[C:12]3[C:17]2[CH:18]=[N:19][CH:20]=[C:21]([CH:27]=2)[C:22]([O:24]CC)=[O:23])[CH:6]=[CH:5][CH:4]=[CH:3][CH:2]=1.[Li+].[OH-], predict the reaction product. The product is: [C:1]1([C:7]2[CH:16]=[CH:15][CH:14]=[C:13]3[C:8]=2[C:9]([NH:28][CH2:29][C:30]2[CH:35]=[CH:34][CH:33]=[CH:32][N:31]=2)=[N:10][N:11]=[C:12]3[C:17]2[CH:18]=[N:19][CH:20]=[C:21]([CH:27]=2)[C:22]([OH:24])=[O:23])[CH:2]=[CH:3][CH:4]=[CH:5][CH:6]=1. (4) The product is: [Br:15][C:9]1[C:10]([OH:11])=[C:5]([C:1]([CH3:4])([CH3:2])[CH3:3])[CH:6]=[C:7]([C:12](=[O:14])[CH3:13])[CH:8]=1. Given the reactants [C:1]([C:5]1[CH:6]=[C:7]([C:12](=[O:14])[CH3:13])[CH:8]=[CH:9][C:10]=1[OH:11])([CH3:4])([CH3:3])[CH3:2].[Br:15]N1C(=O)CCC1=O, predict the reaction product. (5) Given the reactants [CH3:1][C:2]1[CH:7]=[CH:6][C:5]([NH:8][C:9]([C:11]2[CH:16]=[CH:15][C:14]([N:17]([CH3:23])[CH:18]3[CH2:22][CH2:21][NH:20][CH2:19]3)=[CH:13][CH:12]=2)=[O:10])=[CH:4][C:3]=1[NH:24][C:25]1[N:30]=[C:29]([C:31]2[CH:32]=[N:33][CH:34]=[CH:35][CH:36]=2)[CH:28]=[CH:27][N:26]=1.[CH2:37]=O, predict the reaction product. The product is: [CH3:23][N:17]([CH:18]1[CH2:22][CH2:21][N:20]([CH3:37])[CH2:19]1)[C:14]1[CH:13]=[CH:12][C:11]([C:9]([NH:8][C:5]2[CH:6]=[CH:7][C:2]([CH3:1])=[C:3]([NH:24][C:25]3[N:30]=[C:29]([C:31]4[CH:32]=[N:33][CH:34]=[CH:35][CH:36]=4)[CH:28]=[CH:27][N:26]=3)[CH:4]=2)=[O:10])=[CH:16][CH:15]=1. (6) Given the reactants [C:1]1([C:7]2[CH:8]=[C:9]3[N:15]=[C:14]([CH2:16][CH2:17][CH:18]4[NH:24][C:23](=O)[CH2:22][CH2:21][CH2:20][CH2:19]4)[NH:13][C:10]3=[N:11][CH:12]=2)[CH:6]=[CH:5][CH:4]=[CH:3][CH:2]=1.COC1C=CC(P2(SP(C3C=CC(OC)=CC=3)(=S)S2)=[S:35])=CC=1, predict the reaction product. The product is: [C:1]1([C:7]2[CH:8]=[C:9]3[N:15]=[C:14]([CH2:16][CH2:17][CH:18]4[NH:24][C:23](=[S:35])[CH2:22][CH2:21][CH2:20][CH2:19]4)[NH:13][C:10]3=[N:11][CH:12]=2)[CH:6]=[CH:5][CH:4]=[CH:3][CH:2]=1. (7) Given the reactants [F:1][C:2]1[CH:3]=[N:4][CH:5]=[C:6]([CH3:8])[CH:7]=1.[Li+].CC([N-]C(C)C)C.[CH:17](OC)=[O:18], predict the reaction product. The product is: [F:1][C:2]1[CH:3]=[N:4][CH:5]=[C:6]([CH3:8])[C:7]=1[CH:17]=[O:18]. (8) Given the reactants Br[CH2:2][C@@H:3]([C:5]1[C:14]2[C:9](=[CH:10][CH:11]=[C:12]([O:15][CH3:16])[N:13]=2)[N:8]=[CH:7][CH:6]=1)[OH:4].C(=O)([O-])[O-].[K+].[K+], predict the reaction product. The product is: [CH3:16][O:15][C:12]1[N:13]=[C:14]2[C:9](=[CH:10][CH:11]=1)[N:8]=[CH:7][CH:6]=[C:5]2[C@@H:3]1[CH2:2][O:4]1. (9) Given the reactants [I:1][C:2]1[CH:3]=[C:4]([CH2:8][CH2:9][C:10]([OH:12])=[O:11])[CH:5]=[CH:6][CH:7]=1.S(Cl)(Cl)=O.[C:17](=O)([O-])O.[Na+], predict the reaction product. The product is: [I:1][C:2]1[CH:3]=[C:4]([CH2:8][CH2:9][C:10]([O:12][CH3:17])=[O:11])[CH:5]=[CH:6][CH:7]=1.